From a dataset of Full USPTO retrosynthesis dataset with 1.9M reactions from patents (1976-2016). Predict the reactants needed to synthesize the given product. (1) Given the product [Br:10]/[CH:11]=[CH:12]\[CH2:13][O:1][C:2]1[CH:9]=[CH:8][C:5]([CH:6]=[O:7])=[CH:4][CH:3]=1, predict the reactants needed to synthesize it. The reactants are: [OH:1][C:2]1[CH:9]=[CH:8][C:5]([CH:6]=[O:7])=[CH:4][CH:3]=1.[Br:10][CH:11]=[CH:12][CH2:13]Br. (2) Given the product [CH2:1]([C@@:4]1([CH3:31])[CH2:9][C@H:8]([C:10]2[CH:15]=[CH:14][CH:13]=[C:12]([Cl:16])[CH:11]=2)[C@@H:7]([C:17]2[CH:18]=[CH:19][C:20]([Cl:23])=[CH:21][CH:22]=2)[N:6]([C@@H:24]([CH:27]2[CH2:29][CH2:28]2)[CH2:25][S:26][CH:33]([CH2:36][CH3:37])[CH2:34][CH3:35])[C:5]1=[O:30])[CH:2]=[CH2:3], predict the reactants needed to synthesize it. The reactants are: [CH2:1]([C@@:4]1([CH3:31])[CH2:9][C@H:8]([C:10]2[CH:15]=[CH:14][CH:13]=[C:12]([Cl:16])[CH:11]=2)[C@@H:7]([C:17]2[CH:22]=[CH:21][C:20]([Cl:23])=[CH:19][CH:18]=2)[N:6]([C@@H:24]([CH:27]2[CH2:29][CH2:28]2)[CH2:25][SH:26])[C:5]1=[O:30])[CH:2]=[CH2:3].Br[CH:33]([CH2:36][CH3:37])[CH2:34][CH3:35].[H-].[Na+]. (3) Given the product [NH2:8][C:9]1[C:10]([C:16]([NH:1][C:2]2[CH:7]=[CH:6][CH:5]=[CH:4][CH:3]=2)=[O:17])=[N:11][C:12]([Cl:15])=[CH:13][N:14]=1, predict the reactants needed to synthesize it. The reactants are: [NH2:1][C:2]1[CH:7]=[CH:6][CH:5]=[CH:4][CH:3]=1.[NH2:8][C:9]1[C:10]([C:16](O)=[O:17])=[N:11][C:12]([Cl:15])=[CH:13][N:14]=1. (4) Given the product [Cl:21][C:16]1[CH:15]=[C:14]([CH:19]=[CH:18][C:17]=1[F:20])[NH:13][C:6]1[C:5]2[C:10](=[CH:11][CH:12]=[C:3]([C:33]3[S:34][C:30]([CH2:29][CH2:28][N:25]4[CH2:26][CH2:27][O:22][CH2:23][CH2:24]4)=[CH:31][CH:32]=3)[CH:4]=2)[N:9]=[CH:8][N:7]=1, predict the reactants needed to synthesize it. The reactants are: Cl.Br[C:3]1[CH:4]=[C:5]2[C:10](=[CH:11][CH:12]=1)[N:9]=[CH:8][N:7]=[C:6]2[NH:13][C:14]1[CH:19]=[CH:18][C:17]([F:20])=[C:16]([Cl:21])[CH:15]=1.[O:22]1[CH2:27][CH2:26][N:25]([CH2:28][CH2:29][C:30]2[S:34][C:33](B(OC(C)C)OC(C)C)=[CH:32][CH:31]=2)[CH2:24][CH2:23]1. (5) Given the product [N:6]1[C:5]2[CH:7]=[CH:8][CH:9]=[CH:10][C:4]=2[NH:1][C:23]=1[C:19]1[CH:18]=[C:17]2[C:22](=[CH:21][CH:20]=1)[NH:14][N:15]=[C:16]2[C:26]1[CH:31]=[CH:30][C:29]([F:32])=[CH:28][CH:27]=1, predict the reactants needed to synthesize it. The reactants are: [N+:1]([C:4]1[CH:10]=[CH:9][CH:8]=[CH:7][C:5]=1[NH2:6])([O-])=O.C([N:14]1[C:22]2[C:17](=[CH:18][C:19]([C:23](Cl)=O)=[CH:20][CH:21]=2)[C:16]([C:26]2[CH:31]=[CH:30][C:29]([F:32])=[CH:28][CH:27]=2)=[N:15]1)(=O)C.O. (6) The reactants are: CO[C:3]1[CH:8]=[CH:7][CH:6]=[CH:5][C:4]=1[CH:9]=[CH:10][C:11]([C:13]1[CH:18]=[CH:17][CH:16]=[CH:15][CH:14]=1)=[O:12].[C-]#N.[Na+].CS(C)=[O:24].C(Cl)(Cl)Cl. Given the product [OH:24][C:7]1[CH:6]=[CH:5][C:4]([CH:9]=[CH:10][C:11]([C:13]2[CH:18]=[CH:17][CH:16]=[CH:15][CH:14]=2)=[O:12])=[CH:3][CH:8]=1, predict the reactants needed to synthesize it. (7) Given the product [I:20][C:12]1[C:5]2[C:6](=[N:7][CH:8]=[CH:9][C:4]=2[N+:1]([O-:3])=[O:2])[NH:10][CH:11]=1, predict the reactants needed to synthesize it. The reactants are: [N+:1]([C:4]1[CH:9]=[CH:8][N:7]=[C:6]2[NH:10][CH:11]=[CH:12][C:5]=12)([O-:3])=[O:2].C1C(=O)N([I:20])C(=O)C1. (8) The reactants are: P(Cl)(Cl)(Cl)=O.[CH3:6][C:7]1[CH:15]=[CH:14][C:13]([N+:16]([O-:18])=[O:17])=[C:12]2[C:8]=1[CH:9]=[CH:10][NH:11]2.[OH-].[Na+].CN(C)[CH:23]=[O:24]. Given the product [CH:23]([C:9]1[C:8]2[C:12](=[C:13]([N+:16]([O-:18])=[O:17])[CH:14]=[CH:15][C:7]=2[CH3:6])[NH:11][CH:10]=1)=[O:24], predict the reactants needed to synthesize it. (9) Given the product [F:1][C:2]1[C:7]([F:8])=[CH:6][CH:5]=[CH:4][C:3]=1[C@H:9]1[CH2:15][NH:14][C:13](=[N:25][CH2:26][CH:27]([OH:30])[CH2:28][CH3:29])[C@H:12]([NH:17][C:18](=[O:24])[O:19][C:20]([CH3:23])([CH3:22])[CH3:21])[CH2:11][CH2:10]1, predict the reactants needed to synthesize it. The reactants are: [F:1][C:2]1[C:7]([F:8])=[CH:6][CH:5]=[CH:4][C:3]=1[C@H:9]1[CH2:15][NH:14][C:13](=S)[C@H:12]([NH:17][C:18](=[O:24])[O:19][C:20]([CH3:23])([CH3:22])[CH3:21])[CH2:11][CH2:10]1.[NH2:25][CH2:26][CH:27]([OH:30])[CH2:28][CH3:29].